This data is from Full USPTO retrosynthesis dataset with 1.9M reactions from patents (1976-2016). The task is: Predict the reactants needed to synthesize the given product. (1) Given the product [CH3:3][NH:4][CH2:5][CH2:6][CH2:7][O:8][C:9]1[CH:14]=[CH:13][C:12]([C:15]2[CH:20]=[CH:19][C:18]([C:21]([OH:23])=[O:22])=[CH:17][CH:16]=2)=[CH:11][C:10]=1[C:26]1[CH:35]=[CH:34][C:33]2[C:32]([CH3:37])([CH3:36])[CH2:31][CH2:30][C:29]([CH3:39])([CH3:38])[C:28]=2[CH:27]=1, predict the reactants needed to synthesize it. The reactants are: [OH-].[Na+].[CH3:3][NH:4][CH2:5][CH2:6][CH2:7][O:8][C:9]1[CH:14]=[CH:13][C:12]([C:15]2[CH:20]=[CH:19][C:18]([C:21]([O:23]CC)=[O:22])=[CH:17][CH:16]=2)=[CH:11][C:10]=1[C:26]1[CH:35]=[CH:34][C:33]2[C:32]([CH3:37])([CH3:36])[CH2:31][CH2:30][C:29]([CH3:39])([CH3:38])[C:28]=2[CH:27]=1. (2) Given the product [Si:1]([O:8][CH2:9][C:10]1[N:15]=[CH:14][C:13]2[N:16]=[CH:17][N:18]([C:19]3[S:23][C:22]([C:24]([O:26][CH3:27])=[O:25])=[C:21]([O:28][CH2:41][C:33]4[CH:34]=[C:35]([O:38][CH2:39][CH3:40])[CH:36]=[CH:37][C:32]=4[O:31][CH2:29][CH3:30])[CH:20]=3)[C:12]=2[CH:11]=1)([C:4]([CH3:5])([CH3:6])[CH3:7])([CH3:2])[CH3:3], predict the reactants needed to synthesize it. The reactants are: [Si:1]([O:8][CH2:9][C:10]1[N:15]=[CH:14][C:13]2[N:16]=[CH:17][N:18]([C:19]3[S:23][C:22]([C:24]([O:26][CH3:27])=[O:25])=[C:21]([OH:28])[CH:20]=3)[C:12]=2[CH:11]=1)([C:4]([CH3:7])([CH3:6])[CH3:5])([CH3:3])[CH3:2].[CH2:29]([O:31][C:32]1[CH:37]=[CH:36][C:35]([O:38][CH2:39][CH3:40])=[CH:34][C:33]=1[CH2:41]O)[CH3:30].C1(P(C2C=CC=CC=2)C2C=CC=CC=2)C=CC=CC=1.N(C(OC(C)(C)C)=O)=NC(OC(C)(C)C)=O. (3) Given the product [CH3:1][C:2]1[CH:3]=[CH:4][C:5]([S:9][C:10]2[CH:11]=[CH:12][CH:13]=[CH:14][C:15]=2[N:16]2[CH2:17][CH2:18][NH:19][CH2:20][CH2:21]2)=[C:6]([CH3:8])[CH:7]=1.[CH:22]1[C:31]2[C:26](=[CH:27][CH:28]=[CH:29][CH:30]=2)[CH:25]=[CH:24][C:23]=1[S:32]([O-:35])(=[O:34])=[O:33], predict the reactants needed to synthesize it. The reactants are: [CH3:1][C:2]1[CH:3]=[CH:4][C:5]([S:9][C:10]2[CH:11]=[CH:12][CH:13]=[CH:14][C:15]=2[N:16]2[CH2:21][CH2:20][NH:19][CH2:18][CH2:17]2)=[C:6]([CH3:8])[CH:7]=1.[CH:22]1[C:31]2[C:26](=[CH:27][CH:28]=[CH:29][CH:30]=2)[CH:25]=[CH:24][C:23]=1[S:32]([OH:35])(=[O:34])=[O:33]. (4) Given the product [C:1]([O:4][C@H:5]1[CH2:22][CH2:21][C@@:20]2([CH3:23])[C@@H:7]([CH2:8][CH2:9][C@:10]3([CH3:34])[C@@H:19]2[CH2:18][CH2:17][C@H:16]2[C@@:11]3([CH3:33])[CH2:12][CH2:13][C@@:14]3([C:30]([N:43]4[CH2:47][CH2:46][CH2:45][C@H:44]4[C:48]4[NH:49][C:50]([C:53]5[S:54][CH:55]=[CH:56][CH:57]=5)=[CH:51][N:52]=4)=[O:31])[CH2:26][CH2:25][C@@H:24]([C:27]([CH3:29])=[CH2:28])[C@@H:15]32)[C:6]1([CH3:36])[CH3:35])(=[O:3])[CH3:2], predict the reactants needed to synthesize it. The reactants are: [C:1]([O:4][C@H:5]1[CH2:22][CH2:21][C@@:20]2([CH3:23])[C@@H:7]([CH2:8][CH2:9][C@:10]3([CH3:34])[C@@H:19]2[CH2:18][CH2:17][C@H:16]2[C@@:11]3([CH3:33])[CH2:12][CH2:13][C@@:14]3([C:30](O)=[O:31])[CH2:26][CH2:25][C@@H:24]([C:27]([CH3:29])=[CH2:28])[C@@H:15]32)[C:6]1([CH3:36])[CH3:35])(=[O:3])[CH3:2].C(Cl)(=O)C(Cl)=O.[NH:43]1[CH2:47][CH2:46][CH2:45][C@H:44]1[C:48]1[NH:49][C:50]([C:53]2[S:54][CH:55]=[CH:56][CH:57]=2)=[CH:51][N:52]=1. (5) Given the product [Cl:1][C:2]1[CH:17]=[C:16]([Cl:18])[CH:15]=[CH:14][C:3]=1[O:4][C:5]1[CH:6]=[CH:7][C:8]([NH2:11])=[CH:9][CH:10]=1, predict the reactants needed to synthesize it. The reactants are: [Cl:1][C:2]1[CH:17]=[C:16]([Cl:18])[CH:15]=[CH:14][C:3]=1[O:4][C:5]1[CH:10]=[CH:9][C:8]([N+:11]([O-])=O)=[CH:7][CH:6]=1. (6) Given the product [ClH:1].[CH:6]12[CH2:7][CH2:8][CH:9]([NH:15][CH2:5]1)[CH2:10][NH:16]2, predict the reactants needed to synthesize it. The reactants are: [ClH:1].C(O[C:5](=O)[CH:6]([NH2:16])[CH2:7][CH2:8][CH:9]([NH2:15])[C:10](OCC)=O)C.C[O-].[Na+].